Predict the reaction yield, written as a fraction of the theoretical maximum amount of product (1.0 means a 100% yield; for example, 0.34 means a 34% yield). From a dataset of Reaction yield outcomes from USPTO patents with 853,638 reactions. (1) The yield is 0.570. The catalyst is N1C=CC=CC=1. The product is [CH2:21]([S:23]([NH:1][C:2]1[CH:3]=[C:4]([CH:18]=[CH:19][CH:20]=1)[C:5]([C:7]1[N:8]=[CH:9][N:10]([S:12]([N:15]([CH3:17])[CH3:16])(=[O:13])=[O:14])[CH:11]=1)=[O:6])(=[O:25])=[O:24])[CH3:22]. The reactants are [NH2:1][C:2]1[CH:3]=[C:4]([CH:18]=[CH:19][CH:20]=1)[C:5]([C:7]1[N:8]=[CH:9][N:10]([S:12]([N:15]([CH3:17])[CH3:16])(=[O:14])=[O:13])[CH:11]=1)=[O:6].[CH2:21]([S:23](Cl)(=[O:25])=[O:24])[CH3:22]. (2) The reactants are Br[C:2]1[CH:7]=[C:6]([Si:8]([CH3:11])([CH3:10])[CH3:9])[C:5](Br)=[CH:4][C:3]=1[Si:13]([CH3:16])([CH3:15])[CH3:14].CC1(C)C(C)(C)OB([C:25]2[CH:30]=[CH:29][CH:28]=[CH:27][C:26]=2[NH2:31])O1.[CH2:33]([CH2:36]OC)OC.C([O-])(O)=O.[Na+]. The catalyst is [Cl-].[Na+].O.C1C=CC([P]([Pd]([P](C2C=CC=CC=2)(C2C=CC=CC=2)C2C=CC=CC=2)([P](C2C=CC=CC=2)(C2C=CC=CC=2)C2C=CC=CC=2)[P](C2C=CC=CC=2)(C2C=CC=CC=2)C2C=CC=CC=2)(C2C=CC=CC=2)C2C=CC=CC=2)=CC=1. The product is [CH3:14][Si:13]([CH3:16])([CH3:15])[C:3]1[CH:4]=[C:5]([C:36]2[CH:33]=[CH:29][CH:30]=[CH:25][C:26]=2[NH2:31])[C:6]([Si:8]([CH3:11])([CH3:10])[CH3:9])=[CH:7][C:2]=1[C:27]1[CH:28]=[CH:29][CH:30]=[CH:25][C:26]=1[NH2:31]. The yield is 0.920.